Task: Predict the reactants needed to synthesize the given product.. Dataset: Full USPTO retrosynthesis dataset with 1.9M reactions from patents (1976-2016) Given the product [Br:13][C:14]1[CH:15]=[N:16][N:17]([C:2]([CH3:7])=[CH2:3])[CH:18]=1, predict the reactants needed to synthesize it. The reactants are: N1C=CC=[CH:3][C:2]=1[C:7]1C=CC=CN=1.[Br:13][C:14]1[CH:15]=[N:16][NH:17][CH:18]=1.[B-](F)(F)(F)C(C)=C.[K+].C([O-])([O-])=O.[Na+].[Na+].